This data is from Forward reaction prediction with 1.9M reactions from USPTO patents (1976-2016). The task is: Predict the product of the given reaction. (1) Given the reactants [OH-].[Na+].[Cl:3][C:4]1[CH:5]=[CH:6][C:7]2[N:13]([CH2:14][C:15]([CH3:19])([CH3:18])[CH2:16][OH:17])[C:12](=[O:20])[C@@H:11]([CH2:21][C:22]([NH:24][CH2:25][CH2:26][C:27]3[O:28][CH:29]=[CH:30][C:31]=3[C:32]([O:34]C)=[O:33])=[O:23])[O:10][C@H:9]([C:36]3[CH:41]=[CH:40][CH:39]=[C:38]([O:42][CH3:43])[C:37]=3[O:44][CH3:45])[C:8]=2[CH:46]=1, predict the reaction product. The product is: [Cl:3][C:4]1[CH:5]=[CH:6][C:7]2[N:13]([CH2:14][C:15]([CH3:18])([CH3:19])[CH2:16][OH:17])[C:12](=[O:20])[C@@H:11]([CH2:21][C:22]([NH:24][CH2:25][CH2:26][C:27]3[O:28][CH:29]=[CH:30][C:31]=3[C:32]([OH:34])=[O:33])=[O:23])[O:10][C@H:9]([C:36]3[CH:41]=[CH:40][CH:39]=[C:38]([O:42][CH3:43])[C:37]=3[O:44][CH3:45])[C:8]=2[CH:46]=1. (2) The product is: [C:42]([CH2:43][CH2:44][C:45]([NH:1][CH2:2][C@:3]12[CH2:37][CH2:36][C@@H:35]([C:38]([CH3:40])=[CH2:39])[C@@H:4]1[C@@H:5]1[C@@:18]([CH3:21])([CH2:19][CH2:20]2)[C@@:17]2([CH3:22])[C@@H:8]([C@:9]3([CH3:34])[C@@H:14]([CH2:15][CH2:16]2)[C:13]([CH3:24])([CH3:23])[C:12]([C:25]2[CH:33]=[CH:32][C:28]([C:29]([OH:31])=[O:30])=[CH:27][CH:26]=2)=[CH:11][CH2:10]3)[CH2:7][CH2:6]1)=[O:46])([OH:47])=[O:41]. Given the reactants [NH2:1][CH2:2][C@:3]12[CH2:37][CH2:36][C@@H:35]([C:38]([CH3:40])=[CH2:39])[C@@H:4]1[C@@H:5]1[C@@:18]([CH3:21])([CH2:19][CH2:20]2)[C@@:17]2([CH3:22])[C@@H:8]([C@:9]3([CH3:34])[C@@H:14]([CH2:15][CH2:16]2)[C:13]([CH3:24])([CH3:23])[C:12]([C:25]2[CH:33]=[CH:32][C:28]([C:29]([OH:31])=[O:30])=[CH:27][CH:26]=2)=[CH:11][CH2:10]3)[CH2:7][CH2:6]1.[O:41]1[C:45](=[O:46])[CH2:44][CH2:43][C:42]1=[O:47].CCN(C(C)C)C(C)C, predict the reaction product.